Task: Predict the product of the given reaction.. Dataset: Forward reaction prediction with 1.9M reactions from USPTO patents (1976-2016) (1) Given the reactants [OH:1][C:2]1[CH:3]=[C:4]2[C:9](=[CH:10][CH:11]=1)[N:8]=[C:7]([C:12]1[CH:13]=[N:14][CH:15]=[CH:16][CH:17]=1)[N:6]=[C:5]2[NH:18][C:19]1[CH:27]=[CH:26][CH:25]=[CH:24][C:20]=1[C:21]([NH2:23])=[O:22].Cl[CH2:29][C:30]([NH:32][CH3:33])=[O:31].C(=O)([O-])[O-].[Cs+].[Cs+].[I-].[K+], predict the reaction product. The product is: [CH3:33][NH:32][C:30](=[O:31])[CH2:29][O:1][C:2]1[CH:3]=[C:4]2[C:9](=[CH:10][CH:11]=1)[N:8]=[C:7]([C:12]1[CH:13]=[N:14][CH:15]=[CH:16][CH:17]=1)[N:6]=[C:5]2[NH:18][C:19]1[CH:27]=[CH:26][CH:25]=[CH:24][C:20]=1[C:21]([NH2:23])=[O:22]. (2) Given the reactants C([N:4]1[CH2:13][CH2:12][C:11]2[C:6](=[CH:7][C:8]([C:14]([C:16]3[CH:21]=[CH:20][CH:19]=[CH:18][CH:17]=3)=[O:15])=[CH:9][CH:10]=2)[CH2:5]1)(=O)C, predict the reaction product. The product is: [C:16]1([C:14]([C:8]2[CH:7]=[C:6]3[C:11]([CH2:12][CH2:13][NH:4][CH2:5]3)=[CH:10][CH:9]=2)=[O:15])[CH:17]=[CH:18][CH:19]=[CH:20][CH:21]=1. (3) Given the reactants F[C:2]1[CH:7]=[CH:6][C:5]([N:8]([CH3:17])[C:9](=[O:16])[C:10]2[CH:15]=[CH:14][CH:13]=[CH:12][CH:11]=2)=[CH:4][C:3]=1[N+:18]([O-:20])=[O:19].CCN(C(C)C)C(C)C.Cl.[NH2:31][CH2:32][CH2:33][C:34]([NH2:36])=[O:35].Cl, predict the reaction product. The product is: [C:34]([CH2:33][CH2:32][NH:31][C:2]1[CH:7]=[CH:6][C:5]([N:8]([CH3:17])[C:9](=[O:16])[C:10]2[CH:15]=[CH:14][CH:13]=[CH:12][CH:11]=2)=[CH:4][C:3]=1[N+:18]([O-:20])=[O:19])(=[O:35])[NH2:36].